The task is: Regression. Given two drug SMILES strings and cell line genomic features, predict the synergy score measuring deviation from expected non-interaction effect.. This data is from NCI-60 drug combinations with 297,098 pairs across 59 cell lines. (1) Drug 1: C1=CC(=CC=C1CC(C(=O)O)N)N(CCCl)CCCl.Cl. Drug 2: CCCCC(=O)OCC(=O)C1(CC(C2=C(C1)C(=C3C(=C2O)C(=O)C4=C(C3=O)C=CC=C4OC)O)OC5CC(C(C(O5)C)O)NC(=O)C(F)(F)F)O. Cell line: COLO 205. Synergy scores: CSS=18.0, Synergy_ZIP=3.72, Synergy_Bliss=8.42, Synergy_Loewe=3.91, Synergy_HSA=3.50. (2) Drug 1: CC1C(C(CC(O1)OC2CC(CC3=C2C(=C4C(=C3O)C(=O)C5=C(C4=O)C(=CC=C5)OC)O)(C(=O)C)O)N)O.Cl. Drug 2: C1CN(P(=O)(OC1)NCCCl)CCCl. Cell line: HCC-2998. Synergy scores: CSS=10.6, Synergy_ZIP=2.11, Synergy_Bliss=4.89, Synergy_Loewe=-13.0, Synergy_HSA=2.87. (3) Synergy scores: CSS=57.8, Synergy_ZIP=-0.812, Synergy_Bliss=-2.72, Synergy_Loewe=-22.7, Synergy_HSA=-1.09. Cell line: SF-268. Drug 2: N.N.Cl[Pt+2]Cl. Drug 1: CNC(=O)C1=NC=CC(=C1)OC2=CC=C(C=C2)NC(=O)NC3=CC(=C(C=C3)Cl)C(F)(F)F. (4) Drug 1: CC1=CC=C(C=C1)C2=CC(=NN2C3=CC=C(C=C3)S(=O)(=O)N)C(F)(F)F. Drug 2: CCC1=C2CN3C(=CC4=C(C3=O)COC(=O)C4(CC)O)C2=NC5=C1C=C(C=C5)O. Cell line: 786-0. Synergy scores: CSS=4.80, Synergy_ZIP=4.70, Synergy_Bliss=3.45, Synergy_Loewe=-24.0, Synergy_HSA=2.84. (5) Drug 1: C1=NC2=C(N1)C(=S)N=C(N2)N. Drug 2: CC1=C(C=C(C=C1)C(=O)NC2=CC(=CC(=C2)C(F)(F)F)N3C=C(N=C3)C)NC4=NC=CC(=N4)C5=CN=CC=C5. Cell line: SF-539. Synergy scores: CSS=16.5, Synergy_ZIP=-9.93, Synergy_Bliss=-6.23, Synergy_Loewe=-10.3, Synergy_HSA=-6.36. (6) Drug 2: CC12CCC3C(C1CCC2O)C(CC4=C3C=CC(=C4)O)CCCCCCCCCS(=O)CCCC(C(F)(F)F)(F)F. Cell line: K-562. Drug 1: C1CCC(C1)C(CC#N)N2C=C(C=N2)C3=C4C=CNC4=NC=N3. Synergy scores: CSS=17.1, Synergy_ZIP=-2.57, Synergy_Bliss=4.40, Synergy_Loewe=-0.177, Synergy_HSA=1.39.